Task: Predict the product of the given reaction.. Dataset: Forward reaction prediction with 1.9M reactions from USPTO patents (1976-2016) (1) Given the reactants C(P1(=O)OP(CCC)(=O)OP(CCC)(=O)O1)CC.[NH2:19][C:20]1[CH:21]=[C:22]([CH:26]=[C:27]([Br:29])[CH:28]=1)[C:23]([OH:25])=O.[NH:30]1[CH2:35][CH2:34][O:33][CH:32](CCN)[CH2:31]1.[CH3:39][CH2:40][N:41](CC)CC, predict the reaction product. The product is: [NH2:19][C:20]1[CH:21]=[C:22]([CH:26]=[C:27]([Br:29])[CH:28]=1)[C:23]([NH:41][CH2:40][CH2:39][N:30]1[CH2:31][CH2:32][O:33][CH2:34][CH2:35]1)=[O:25]. (2) Given the reactants C[O:2][C:3]1(O)[CH:18]=[CH:17][C:6]2[S:7][C:8]3[S:12][C:11]4[CH:13]=[CH:14][CH:15]=[CH:16][C:10]=4[C:9]=3[C:5]=2[CH2:4]1.B(Br)(Br)Br.C(Cl)Cl, predict the reaction product. The product is: [CH:4]1[C:5]2[C:9]3[C:10]4[CH:16]=[CH:15][CH:14]=[CH:13][C:11]=4[S:12][C:8]=3[S:7][C:6]=2[CH:17]=[CH:18][C:3]=1[OH:2]. (3) Given the reactants [CH:1]1([NH:6][C:7]2[CH:8]=[CH:9][CH:10]=[C:11]3[C:15]=2[NH:14][C:13]([C:16]2[S:17][CH2:18][C@@H:19]([CH2:21][OH:22])[N:20]=2)=[CH:12]3)[CH2:5][CH2:4][CH2:3][CH2:2]1.[CH3:23][S:24](Cl)(=[O:26])=[O:25].C(N(CC)CC)C.C(=O)(O)[O-].[Na+], predict the reaction product. The product is: [CH:1]1([NH:6][C:7]2[CH:8]=[CH:9][CH:10]=[C:11]3[C:15]=2[NH:14][C:13]([C:16]2[S:17][CH2:18][C@@H:19]([CH2:21][O:22][S:24]([CH3:23])(=[O:26])=[O:25])[N:20]=2)=[CH:12]3)[CH2:2][CH2:3][CH2:4][CH2:5]1. (4) Given the reactants [C:1]([O:5][C:6](=[O:21])[NH:7][C:8]1[CH:13]=[C:12]([O:14][CH2:15][C:16]([F:19])([F:18])[F:17])[CH:11]=[CH:10][C:9]=1[NH2:20])([CH3:4])([CH3:3])[CH3:2].C([O:26][C:27](=O)[CH2:28][C:29]([C:31]1[CH:36]=[CH:35][CH:34]=[C:33]([C:37]2[CH:38]=[N:39][C:40]([O:43][CH3:44])=[CH:41][CH:42]=2)[CH:32]=1)=[O:30])(C)(C)C, predict the reaction product. The product is: [C:1]([O:5][C:6](=[O:21])[NH:7][C:8]1[CH:13]=[C:12]([O:14][CH2:15][C:16]([F:19])([F:18])[F:17])[CH:11]=[CH:10][C:9]=1[NH:20][C:27](=[O:26])[CH2:28][C:29]([C:31]1[CH:36]=[CH:35][CH:34]=[C:33]([C:37]2[CH:38]=[N:39][C:40]([O:43][CH3:44])=[CH:41][CH:42]=2)[CH:32]=1)=[O:30])([CH3:4])([CH3:2])[CH3:3]. (5) Given the reactants [CH3:1][O:2][C:3]1[N:4]=[C:5]2[C:10](=[CH:11][CH:12]=1)[N:9]=[CH:8][CH:7]=[C:6]2[OH:13].[Br:14]N1C(=O)CCC1=O, predict the reaction product. The product is: [Br:14][C:7]1[CH:8]=[N:9][C:10]2[C:5]([C:6]=1[OH:13])=[N:4][C:3]([O:2][CH3:1])=[CH:12][CH:11]=2.